From a dataset of Forward reaction prediction with 1.9M reactions from USPTO patents (1976-2016). Predict the product of the given reaction. (1) The product is: [C:23]([O:27][C:28]([N:30]1[CH2:35][CH2:34][CH:33]([CH2:36][CH2:37][NH:38][C:15]2[N:14]=[C:13]([C:11]3[S:10][C:9]4[CH:21]=[C:5]([C:3](=[O:4])[N:2]([CH3:22])[CH3:1])[CH:6]=[CH:7][C:8]=4[CH:12]=3)[C:18]([CH3:19])=[CH:17][N:16]=2)[CH2:32][CH2:31]1)=[O:29])([CH3:26])([CH3:25])[CH3:24]. Given the reactants [CH3:1][N:2]([CH3:22])[C:3]([C:5]1[CH:6]=[CH:7][C:8]2[CH:12]=[C:11]([C:13]3[C:18]([CH3:19])=[CH:17][N:16]=[C:15](Cl)[N:14]=3)[S:10][C:9]=2[CH:21]=1)=[O:4].[C:23]([O:27][C:28]([N:30]1[CH2:35][CH2:34][CH:33]([CH2:36][CH2:37][NH2:38])[CH2:32][CH2:31]1)=[O:29])([CH3:26])([CH3:25])[CH3:24].C(N(C(C)C)CC)(C)C, predict the reaction product. (2) Given the reactants S(Cl)(Cl)=O.[C:5]([N:12]1[CH2:17][CH2:16][CH:15]([C:18]([OH:20])=O)[CH2:14][CH2:13]1)([O:7][C:8]([CH3:11])([CH3:10])[CH3:9])=[O:6].N1C=CC=CC=1.[CH2:27]([NH2:31])[CH:28]([CH3:30])[CH3:29].CCN(CC)CC.Cl, predict the reaction product. The product is: [C:8]([O:7][C:5]([N:12]1[CH2:13][CH2:14][CH:15]([C:18](=[O:20])[NH:31][CH2:27][CH:28]([CH3:30])[CH3:29])[CH2:16][CH2:17]1)=[O:6])([CH3:9])([CH3:10])[CH3:11]. (3) Given the reactants [C:1]([OH:6])(=[O:5])/[CH:2]=[CH:3]/[CH3:4].[C:7]1([CH3:17])[CH:12]=[CH:11][C:10](S(O)(=O)=O)=[CH:9][CH:8]=1, predict the reaction product. The product is: [CH:10]1([CH:9]([O:5][C:1](=[O:6])[CH:2]=[CH:3][CH3:4])[CH3:8])[CH2:11][CH2:12][CH2:7][CH2:17]1. (4) Given the reactants Br[C:2]1[CH:3]=[CH:4][C:5]2[O:16][CH2:15][C:8]3=[N:9][NH:10][C:11](=[O:14])[C@@H:12]([CH3:13])[N:7]3[C:6]=2[CH:17]=1.C([O-])(=O)C.[K+].[B:23]1([B:23]2[O:27][C:26]([CH3:29])([CH3:28])[C:25]([CH3:31])([CH3:30])[O:24]2)[O:27][C:26]([CH3:29])([CH3:28])[C:25]([CH3:31])([CH3:30])[O:24]1, predict the reaction product. The product is: [CH3:13][C@@H:12]1[C:11](=[O:14])[NH:10][N:9]=[C:8]2[CH2:15][O:16][C:5]3[CH:4]=[CH:3][C:2]([B:23]4[O:27][C:26]([CH3:29])([CH3:28])[C:25]([CH3:31])([CH3:30])[O:24]4)=[CH:17][C:6]=3[N:7]12. (5) Given the reactants [Cl:1][C:2]1[CH:22]=[CH:21][C:5]([CH2:6][C:7]2[O:11][C:10]([C:12]3[CH:17]=[CH:16][N:15]=[CH:14][CH:13]=3)=[N:9][C:8]=2[C:18]([NH2:20])=O)=[CH:4][CH:3]=1.COC(OC)[N:26]([CH3:28])C.C(O)(=O)C.[NH2:35]N, predict the reaction product. The product is: [Cl:1][C:2]1[CH:22]=[CH:21][C:5]([CH2:6][C:7]2[O:11][C:10]([C:12]3[CH:17]=[CH:16][N:15]=[CH:14][CH:13]=3)=[N:9][C:8]=2[C:18]2[NH:26][CH:28]=[N:35][N:20]=2)=[CH:4][CH:3]=1. (6) Given the reactants C(Cl)(=O)C(Cl)=O.[CH3:7][O:8][C:9]1[CH:17]=[CH:16][C:15]([O:18][CH3:19])=[CH:14][C:10]=1[C:11]([OH:13])=O.C(N(CC)CC)C.Cl.[CH3:28][NH:29][O:30][CH3:31], predict the reaction product. The product is: [CH3:31][O:30][N:29]([CH3:28])[C:11](=[O:13])[C:10]1[CH:14]=[C:15]([O:18][CH3:19])[CH:16]=[CH:17][C:9]=1[O:8][CH3:7]. (7) Given the reactants Cl[C:2]1[CH:3]=[CH:4][C:5]2[N:6]([C:8]([C:12]3[CH:17]=[CH:16][N:15]=[C:14]4[N:18]([S:21]([C:24]5[CH:29]=[CH:28][C:27]([CH3:30])=[CH:26][CH:25]=5)(=[O:23])=[O:22])[CH:19]=[CH:20][C:13]=34)=[C:9]([CH3:11])[N:10]=2)[N:7]=1.[CH3:31][C@@H:32]1[CH2:37][NH:36][CH2:35][CH2:34][NH:33]1.C(N(CC)CC)C, predict the reaction product. The product is: [CH3:11][C:9]1[N:10]=[C:5]2[CH:4]=[CH:3][C:2]([N:36]3[CH2:35][CH2:34][NH:33][C@H:32]([CH3:31])[CH2:37]3)=[N:7][N:6]2[C:8]=1[C:12]1[CH:17]=[CH:16][N:15]=[C:14]2[N:18]([S:21]([C:24]3[CH:29]=[CH:28][C:27]([CH3:30])=[CH:26][CH:25]=3)(=[O:23])=[O:22])[CH:19]=[CH:20][C:13]=12. (8) The product is: [CH3:1][O:2][C:3]1[CH:4]=[C:5]2[C:9](=[CH:10][C:11]=1[N+:13]([O-:15])=[O:14])[C:8](=[O:12])[NH:7][CH2:6]2. Given the reactants [CH3:1][O:2][C:3]1[CH:4]=[C:5]2[C:9](=[CH:10][CH:11]=1)[C:8](=[O:12])[NH:7][CH2:6]2.[N+:13]([O-])([O-:15])=[O:14].[K+], predict the reaction product. (9) The product is: [Cl:8][C:6]1[CH:5]=[CH:4][C:3]2[N:9]([C@@H:10]3[CH2:14][CH2:13][N:12]([C:15]([O:17][C:18]([CH3:21])([CH3:20])[CH3:19])=[O:16])[CH2:11]3)[C:24]([CH2:23][Cl:22])=[N:1][C:2]=2[CH:7]=1. Given the reactants [NH2:1][C:2]1[CH:7]=[C:6]([Cl:8])[CH:5]=[CH:4][C:3]=1[NH:9][C@@H:10]1[CH2:14][CH2:13][N:12]([C:15]([O:17][C:18]([CH3:21])([CH3:20])[CH3:19])=[O:16])[CH2:11]1.[Cl:22][CH2:23][C:24](OC)(OC)OC, predict the reaction product.